Dataset: Experimentally validated miRNA-target interactions with 360,000+ pairs, plus equal number of negative samples. Task: Binary Classification. Given a miRNA mature sequence and a target amino acid sequence, predict their likelihood of interaction. (1) The miRNA is hsa-miR-1178-3p with sequence UUGCUCACUGUUCUUCCCUAG. The protein sequence of the target gene is MSGQTLTDRIAAAQYSVTGSAVARAVCKATTHEVMGPKKKHLDYLIQATNETNVNIPQMADTLFERATNSSWVVVFKALVTTHHLMVHGNERFIQYLASRNTLFNLSNFLDKSGSHGYDMSTFIRRYSRYLNEKAFSYRQMAFDFARVKKGADGVMRTMAPEKLLKSMPILQGQIDALLEFDVHPNELTNGVINAAFMLLFKDLIKLFACYNDGVINLLEKFFEMKKGQCKDALEIYKRFLTRMTRVSEFLKVAEQVGIDKGDIPDLTQAPSSLMETLEQHLNTLEGKKPGNNEGSGAPS.... Result: 0 (no interaction). (2) The miRNA is hsa-miR-5004-5p with sequence UGAGGACAGGGCAAAUUCACGA. The protein sequence of the target gene is MERREEQPGAAGAGAAPALDFTVENVEKALHQLYYDPNIENKNLAQKWLMQAQVSPQAWHFSWQLLQPDKVPEIQYFGASALHIKISRYWSDIPTDQYESLKAQLFTQITRFASGSKIVLTRLCVALASLALSMMPDAWPCAVADMVRLFQAEDSPVDGQGRCLALLELLTVLPEEFQTSRLPQYRKGLVRTSLAVECGAVFPLLEQLLQQPSSPSCVRQKVLKCFSSWVQLEVPLQDCEALIQAAFAALQDSELFDSSVEAIVNAISQPDAQRYVNTLLKLIPLVLGLQEQLRQAVQNG.... Result: 0 (no interaction). (3) The miRNA is mmu-miR-466d-5p with sequence UGUGUGUGCGUACAUGUACAUG. The protein sequence of the target gene is MSDTAVADTRRLNSKPQDLTDAYGPPSNFLEIDIFNPQTVGVGRARFTTYEVRMRTNLPIFKLKESCVRRRYSDFEWLKNELERDSKIVVPPLPGKALKRHPFRGDEGIFEESFIEERRQGLEQFINKIAGHPLAQNERCLHMFLQEEAIDRNYVAGKVLGEKDC. Result: 1 (interaction). (4) The miRNA is hsa-let-7b-5p with sequence UGAGGUAGUAGGUUGUGUGGUU. The protein sequence of the target gene is MAGSVGLALCGQTLVVRGGSRFLATSIASSDDDSLFIYDCSAAEKKSQENKGEDAPLDQGSGAILASTFSKSGSYFALTDDSKRLILFRTKPWQCLSVRTVARRCTALTFIASEEKVLVADKSGDVYSFSVLEPHGCGRLELGHLSMLLDVAVSPDDRFILTADRDEKIRVSWAAAPHSIESFCLGHTEFVSRISVVPTQPGLLLSSSGDGTLRLWEYRSGRQLHCCHLASLQELVDPQAPQKFAASRIAFWCQENCVALLCDGTPVVYIFQLDARRQQLVYRQQLAFQHQVWDVAFEET.... Result: 1 (interaction). (5) The miRNA is hsa-miR-877-3p with sequence UCCUCUUCUCCCUCCUCCCAG. The protein sequence of the target gene is MGASGRLLRAVIMGAPGSGKGTVSSRITKHFELKHLSSGDLLRQNMLQGTEIGVLAKTFIDQGKLIPDDVMTRLALHELKTLTQCSWLLDGFPRTLPQAEALDKVYQIDTVINLNVPFEVIKQRLTARWIHPASGRVYNIEFNPPKTVGIDDLTGEPLIQREDDKPETVIKRLKAYEAQTEPVLQYYQKKGVLETFSGTETNKIWPHVYSFLQTKVPETTQKASVTP. Result: 0 (no interaction). (6) The miRNA is hsa-miR-4695-3p with sequence UGAUCUCACCGCUGCCUCCUUC. The protein sequence of the target gene is MSEIRKPLLGFVHKLQDANASGSSGKTHCPTCLRLFKVPRLLPCLHTVCTTCLEKLDPFSVVDIRGGDSDTSSEGSVFQDPELCSLQPQIGILCPVCDAQVDLPLGGVKALTVDHLAMNDVLLENLRGEGQGLVCDLCSDREVEKRCQTCKANLCHFCCQAHRRQKKTTYHTMVDLKDLKGYSQVGKPILCPSHPAEELRLFCELCDRPVCRDCVVGEHREHPYDFTSNVIHKHGDSVRELLRDTQPHVEALEDALAQIKSVNNALQERVEAVAADVRTFSEGYIKAIEEHRDKLLQQLD.... Result: 0 (no interaction). (7) The protein sequence of the target gene is MRRRSRMLLCFAFLWVLGIAYYMYSGGGSALAGGAGGGAGRKEDWNEIDPIKKKDLHHSNGEEKAQSMETLPPGKVRWPDFNQEAYVGGTMVRSGQDPYARNKFNQVESDKLRMDRAIPDTRHDQCQRKQWRVDLPATSVVITFHNEARSALLRTVVSVLKKSPPHLIKEIILVDDYSNDPEDGALLGKIEKVRVLRNDRREGLMRSRVRGADAAQAKVLTFLDSHCECNEHWLEPLLERVAEDRTRVVSPIIDVINMDNFQYVGASADLKGGFDWNLVFKWDYMTPEQRRSRQGNPVAP.... The miRNA is hsa-miR-7977 with sequence UUCCCAGCCAACGCACCA. Result: 1 (interaction).